Dataset: Catalyst prediction with 721,799 reactions and 888 catalyst types from USPTO. Task: Predict which catalyst facilitates the given reaction. (1) The catalyst class is: 13. Product: [Cl:25][C:26]1[CH:31]=[C:30]([Cl:32])[CH:29]=[CH:28][C:27]=1[O:33][C:2]1[N:7]=[C:6]([O:8][CH3:9])[N:5]=[C:4]([NH:10][C:11]2[CH:16]=[CH:15][C:14]([N:17]3[CH:21]=[C:20]([CH3:22])[N:19]=[CH:18]3)=[C:13]([O:23][CH3:24])[CH:12]=2)[N:3]=1. Reactant: Cl[C:2]1[N:7]=[C:6]([O:8][CH3:9])[N:5]=[C:4]([NH:10][C:11]2[CH:16]=[CH:15][C:14]([N:17]3[CH:21]=[C:20]([CH3:22])[N:19]=[CH:18]3)=[C:13]([O:23][CH3:24])[CH:12]=2)[N:3]=1.[Cl:25][C:26]1[CH:31]=[C:30]([Cl:32])[CH:29]=[CH:28][C:27]=1[OH:33]. (2) Reactant: Cl[C:2]1[C:11]2[CH:10]=[C:9]3[N:12]=[CH:13][N:14]=[C:8]3[CH2:7][C:6]=2[N:5]=[CH:4][C:3]=1[C:15]#[N:16].Cl.[Cl:18][C:19]1[CH:25]=[CH:24][C:23]([O:26][CH3:27])=[CH:22][C:20]=1[NH2:21].Cl.N1C=CC=CC=1.C(=O)(O)[O-].[Na+]. Product: [Cl:18][C:19]1[CH:25]=[CH:24][C:23]([O:26][CH3:27])=[CH:22][C:20]=1[NH:21][C:2]1[C:11]2[CH:10]=[C:9]3[N:12]=[CH:13][N:14]=[C:8]3[CH2:7][C:6]=2[N:5]=[CH:4][C:3]=1[C:15]#[N:16]. The catalyst class is: 486. (3) Reactant: C([O:8][CH2:9][CH2:10][CH2:11][CH2:12][O:13][C:14]1[CH:19]=[C:18]([CH3:20])[C:17]([NH:21][C:22]([CH:24]2[C:29]([CH3:31])([CH3:30])[CH2:28][O:27]C(C3C=CC=CC=3)[O:25]2)=[O:23])=[C:16]([CH3:38])[CH:15]=1)C1C=CC=CC=1. Product: [OH:25][CH:24]([C:29]([CH3:31])([CH3:30])[CH2:28][OH:27])[C:22]([NH:21][C:17]1[C:18]([CH3:20])=[CH:19][C:14]([O:13][CH2:12][CH2:11][CH2:10][CH2:9][OH:8])=[CH:15][C:16]=1[CH3:38])=[O:23]. The catalyst class is: 50. (4) Reactant: [H-].[Na+].[CH2:3]([SH:10])[C:4]1[CH:9]=[CH:8][CH:7]=[CH:6][CH:5]=1.Cl[C:12]1[CH:17]=[CH:16][C:15]([O:18][CH:19]2[CH2:24][CH2:23][N:22]([S:25]([CH3:28])(=[O:27])=[O:26])[CH2:21][CH2:20]2)=[CH:14][N:13]=1. Product: [CH2:3]([S:10][C:12]1[CH:17]=[CH:16][C:15]([O:18][CH:19]2[CH2:24][CH2:23][N:22]([S:25]([CH3:28])(=[O:26])=[O:27])[CH2:21][CH2:20]2)=[CH:14][N:13]=1)[C:4]1[CH:9]=[CH:8][CH:7]=[CH:6][CH:5]=1. The catalyst class is: 31. (5) Reactant: [CH:1]1([C:4]([N:6]2[CH2:10][CH2:9][C@@H:8]([CH2:11][NH:12][C:13]3[C:14]([NH2:23])=[CH:15][CH:16]=[C:17]([C:19]([F:22])([F:21])[F:20])[CH:18]=3)[CH2:7]2)=[O:5])[CH2:3][CH2:2]1.[OH:24][C:25]1[CH:26]=[C:27]([C:31]2[CH:38]=[CH:37][C:34]([CH:35]=O)=[CH:33][CH:32]=2)[CH:28]=[CH:29][CH:30]=1.OOS([O-])=O.[K+]. Product: [CH:1]1([C:4]([N:6]2[CH2:10][CH2:9][C@@H:8]([CH2:11][N:12]3[C:13]4[CH:18]=[C:17]([C:19]([F:20])([F:21])[F:22])[CH:16]=[CH:15][C:14]=4[N:23]=[C:35]3[C:34]3[CH:33]=[CH:32][C:31]([C:27]4[CH:28]=[CH:29][CH:30]=[C:25]([OH:24])[CH:26]=4)=[CH:38][CH:37]=3)[CH2:7]2)=[O:5])[CH2:3][CH2:2]1. The catalyst class is: 18. (6) Reactant: [CH3:1][O:2][C:3]1[CH:20]=[CH:19][C:6]([CH2:7][NH:8][C:9]2[N+:10]([O-])=[CH:11][CH:12]=[C:13]([N+:15]([O-:17])=[O:16])[CH:14]=2)=[CH:5][CH:4]=1.P(Cl)(Cl)Cl. Product: [CH3:1][O:2][C:3]1[CH:4]=[CH:5][C:6]([CH2:7][NH:8][C:9]2[CH:14]=[C:13]([N+:15]([O-:17])=[O:16])[CH:12]=[CH:11][N:10]=2)=[CH:19][CH:20]=1. The catalyst class is: 22. (7) Reactant: [CH3:1][O:2][C:3]1([C:18]2[CH:23]=[CH:22][C:21](SC)=[CH:20][CH:19]=2)[CH2:8][CH2:7][C:6]([C:12]2[CH:17]=[CH:16][CH:15]=[CH:14][CH:13]=2)([C:9]([OH:11])=[O:10])[CH2:5][CH2:4]1.Cl[C:27]1C=CC=C(C(OO)=O)C=1.[S:37]([O-:40])([O-])=[O:38].[Na+].[Na+].S([O-])(O)(=O)=O.[Na+]. Product: [CH3:1][O:2][C:3]1([C:18]2[CH:19]=[CH:20][C:21]([S:37]([CH3:27])(=[O:40])=[O:38])=[CH:22][CH:23]=2)[CH2:8][CH2:7][C:6]([C:12]2[CH:13]=[CH:14][CH:15]=[CH:16][CH:17]=2)([C:9]([OH:11])=[O:10])[CH2:5][CH2:4]1. The catalyst class is: 2. (8) Reactant: [NH2:1][C:2]1[CH:7]=[CH:6][C:5]([C:8]2[N:9]([CH:20]3[CH2:23][CH2:22][CH2:21]3)[C:10]3[C:15]([C:16]=2[C:17]#[N:18])=[CH:14][CH:13]=[C:12]([OH:19])[CH:11]=3)=[CH:4][C:3]=1[Cl:24].Cl[C:26]1[N:31]=[CH:30][CH:29]=[CH:28][N:27]=1.C(=O)([O-])[O-].[Cs+].[Cs+]. Product: [NH2:1][C:2]1[CH:7]=[CH:6][C:5]([C:8]2[N:9]([CH:20]3[CH2:23][CH2:22][CH2:21]3)[C:10]3[C:15]([C:16]=2[C:17]#[N:18])=[CH:14][CH:13]=[C:12]([O:19][C:26]2[N:31]=[CH:30][CH:29]=[CH:28][N:27]=2)[CH:11]=3)=[CH:4][C:3]=1[Cl:24]. The catalyst class is: 3. (9) Reactant: C[O:2][C:3]1[CH:10]=[CH:9][C:6]([C:7]#[N:8])=[CH:5][CH:4]=1.C[O-].[Na+].Cl. Product: [C:7]([C:6]1[CH:9]=[CH:10][C:3]([OH:2])=[CH:4][CH:5]=1)#[N:8]. The catalyst class is: 6.